This data is from Full USPTO retrosynthesis dataset with 1.9M reactions from patents (1976-2016). The task is: Predict the reactants needed to synthesize the given product. (1) Given the product [OH:3][CH:4]([C:28]1[CH:33]=[CH:32][C:31]([O:34][C:35]2[CH:36]=[CH:37][CH:38]=[CH:39][CH:40]=2)=[CH:30][N:29]=1)[CH:5]([NH:6][C:7](=[O:8])[O:9][C:10]([CH3:13])([CH3:12])[CH3:11])[CH2:14][C:15]1[CH:20]=[CH:19][CH:18]=[C:17]([O:21][C:22]([F:26])([F:27])[CH:23]([F:24])[F:25])[CH:16]=1, predict the reactants needed to synthesize it. The reactants are: O=C1[N:6]([C:7]([O:9][C:10]([CH3:13])([CH3:12])[CH3:11])=[O:8])[CH:5]([CH2:14][C:15]2[CH:20]=[CH:19][CH:18]=[C:17]([O:21][C:22]([F:27])([F:26])[CH:23]([F:25])[F:24])[CH:16]=2)[CH:4]([C:28]2[CH:33]=[CH:32][C:31]([O:34][C:35]3[CH:40]=[CH:39][CH:38]=[CH:37][CH:36]=3)=[CH:30][N:29]=2)[O:3]1.[OH-].[Na+].O. (2) Given the product [N:1]1([CH2:7][CH2:8][CH2:9][CH2:10][CH2:11][C@H:12]2[CH2:29][C@@:27]3([CH3:28])[C@@H:23]([CH2:24][CH2:25][C@@H:26]3[OH:30])[C@@:22]3([CH:31]=[CH2:32])[C@H:13]2[C:14]2[CH:15]=[CH:16][C:17]([OH:33])=[CH:18][C:19]=2[CH2:20][CH2:21]3)[CH2:5][CH2:4][CH2:3][CH2:2]1, predict the reactants needed to synthesize it. The reactants are: [NH:1]1[CH2:5][CH2:4][CH2:3][CH2:2]1.Br[CH2:7][CH2:8][CH2:9][CH2:10][CH2:11][C@H:12]1[CH2:29][C@@:27]2([CH3:28])[C@@H:23]([CH2:24][CH2:25][C@@H:26]2[OH:30])[C@@:22]2([CH:31]=[CH2:32])[C@H:13]1[C:14]1[CH:15]=[CH:16][C:17]([OH:33])=[CH:18][C:19]=1[CH2:20][CH2:21]2.